Dataset: Full USPTO retrosynthesis dataset with 1.9M reactions from patents (1976-2016). Task: Predict the reactants needed to synthesize the given product. Given the product [C:34]([C:33]([C:30]1[CH:29]=[CH:28][C:27]([NH:26][C:19](=[O:21])[C:18]2[CH:22]=[CH:23][CH:24]=[C:16]([O:15][C:12]3[CH:13]=[CH:14][C:9]4[N:10]([CH:25]=[C:7]([NH:6][C:4]([CH:1]5[CH2:3][CH2:2]5)=[O:5])[N:8]=4)[N:11]=3)[CH:17]=2)=[CH:32][CH:31]=1)([CH3:37])[CH3:36])#[N:35], predict the reactants needed to synthesize it. The reactants are: [CH:1]1([C:4]([NH:6][C:7]2[N:8]=[C:9]3[CH:14]=[CH:13][C:12]([O:15][C:16]4[CH:17]=[C:18]([CH:22]=[CH:23][CH:24]=4)[C:19]([OH:21])=O)=[N:11][N:10]3[CH:25]=2)=[O:5])[CH2:3][CH2:2]1.[NH2:26][C:27]1[CH:32]=[CH:31][C:30]([C:33]([CH3:37])([CH3:36])[C:34]#[N:35])=[CH:29][CH:28]=1.Cl.CN(C)CCCN=C=NCC.